From a dataset of Full USPTO retrosynthesis dataset with 1.9M reactions from patents (1976-2016). Predict the reactants needed to synthesize the given product. (1) Given the product [Cl:24][C:25]1[CH:30]=[CH:29][C:28]([O:5][CH:6]2[CH2:9][N:8]([C:10]3[N:19]=[CH:18][C:17]([C:20]([F:23])([F:22])[F:21])=[CH:16][C:11]=3[C:12]([OH:14])=[O:13])[CH2:7]2)=[CH:27][CH:26]=1, predict the reactants needed to synthesize it. The reactants are: CS([O:5][CH:6]1[CH2:9][N:8]([C:10]2[N:19]=[CH:18][C:17]([C:20]([F:23])([F:22])[F:21])=[CH:16][C:11]=2[C:12]([O:14]C)=[O:13])[CH2:7]1)(=O)=O.[Cl:24][C:25]1[CH:30]=[CH:29][C:28](O)=[CH:27][CH:26]=1. (2) The reactants are: [O:1]=[C:2]1[C:6]2([CH2:11][CH2:10][NH:9][CH2:8][CH2:7]2)[N:5]([C:12]2[CH:17]=[CH:16][CH:15]=[CH:14][CH:13]=2)[CH2:4][N:3]1[CH2:18][C:19]1[CH:31]=[CH:30][CH:29]=[CH:28][C:20]=1[C:21]([O:23][C:24]([CH3:27])([CH3:26])[CH3:25])=[O:22].[I-].[Na+].C(=O)([O-])[O-].[K+].[K+].Cl[CH2:41][CH2:42][CH2:43][N:44]1[C:52]2[C:47](=[CH:48][CH:49]=[CH:50][CH:51]=2)[C:46]([CH3:54])([CH3:53])[C:45]1=[O:55]. Given the product [CH3:54][C:46]1([CH3:53])[C:47]2[C:52](=[CH:51][CH:50]=[CH:49][CH:48]=2)[N:44]([CH2:43][CH2:42][CH2:41][N:9]2[CH2:8][CH2:7][C:6]3([N:5]([C:12]4[CH:13]=[CH:14][CH:15]=[CH:16][CH:17]=4)[CH2:4][N:3]([CH2:18][C:19]4[CH:31]=[CH:30][CH:29]=[CH:28][C:20]=4[C:21]([O:23][C:24]([CH3:27])([CH3:25])[CH3:26])=[O:22])[C:2]3=[O:1])[CH2:11][CH2:10]2)[C:45]1=[O:55], predict the reactants needed to synthesize it.